Task: Predict the reaction yield, written as a fraction of the theoretical maximum amount of product (1.0 means a 100% yield; for example, 0.34 means a 34% yield).. Dataset: Reaction yield outcomes from USPTO patents with 853,638 reactions (1) The product is [C@@H:54]1([NH:53][C:43]([C:42]2[CH:47]=[CH:48][CH:49]=[C:40]([C:9]3[C:10]4[C:15](=[CH:14][CH:13]=[C:12]([C:16]5[N:20]=[CH:19][N:18]([C:21]([C:28]6[CH:29]=[CH:30][CH:31]=[CH:32][CH:33]=6)([C:34]6[CH:39]=[CH:38][CH:37]=[CH:36][CH:35]=6)[C:22]6[CH:27]=[CH:26][CH:25]=[CH:24][CH:23]=6)[N:17]=5)[CH:11]=4)[N:7]([CH:2]4[CH2:3][CH2:4][CH2:5][CH2:6][O:1]4)[N:8]=3)[CH:41]=2)=[O:44])[C:62]2[C:57](=[CH:58][CH:59]=[CH:60][CH:61]=2)[CH2:56][CH2:55]1. The yield is 0.600. The catalyst is O1CCCC1.O1CCCC1.O. The reactants are [O:1]1[CH2:6][CH2:5][CH2:4][CH2:3][CH:2]1[N:7]1[C:15]2[C:10](=[CH:11][C:12]([C:16]3[N:20]=[CH:19][N:18]([C:21]([C:34]4[CH:39]=[CH:38][CH:37]=[CH:36][CH:35]=4)([C:28]4[CH:33]=[CH:32][CH:31]=[CH:30][CH:29]=4)[C:22]4[CH:27]=[CH:26][CH:25]=[CH:24][CH:23]=4)[N:17]=3)=[CH:13][CH:14]=2)[C:9]([C:40]2[CH:41]=[C:42]([CH:47]=[CH:48][CH:49]=2)[C:43](OC)=[O:44])=[N:8]1.O.[OH-].[Li+].[NH2:53][C@@H:54]1[C:62]2[C:57](=[CH:58][CH:59]=[CH:60][CH:61]=2)[CH2:56][CH2:55]1.O.ON1C2C=CC=CC=2N=N1.Cl.CN(C)CCCN=C=NCC. (2) The reactants are [ClH:1].[CH3:2][N:3]1[C:8](=[O:9])[CH:7]=[C:6]([C:10]2[CH:15]=[CH:14][N:13]=[CH:12][CH:11]=2)[N:5]=[C:4]1[N:16]1[CH2:20][CH2:19][CH:18]([C:21]2[CH:26]=[CH:25][CH:24]=[CH:23][CH:22]=2)[CH2:17]1. The catalyst is C(OCC)(=O)C.CO. The product is [ClH:1].[CH3:2][N:3]1[C:8](=[O:9])[CH:7]=[C:6]([C:10]2[CH:15]=[CH:14][N:13]=[CH:12][CH:11]=2)[N:5]=[C:4]1[N:16]1[CH2:20][CH2:19][CH:18]([C:21]2[CH:26]=[CH:25][CH:24]=[CH:23][CH:22]=2)[CH2:17]1. The yield is 0.970. (3) The reactants are [C:1]([O:7][C:8]1[S:16][C:15]2[CH2:14][CH2:13][N:12]([C@@H:17]([C:22]3[CH:27]=[CH:26][CH:25]=[CH:24][C:23]=3[Cl:28])[C:18]([O:20][CH3:21])=[O:19])[CH2:11][C:10]=2[CH:9]=1)(=[O:6])[C:2]([CH3:5])([CH3:4])[CH3:3].Cl. The catalyst is C(OCC)C. The product is [ClH:28].[C:1]([O:7][C:8]1[S:16][C:15]2[CH2:14][CH2:13][N:12]([C@@H:17]([C:22]3[CH:27]=[CH:26][CH:25]=[CH:24][C:23]=3[Cl:28])[C:18]([O:20][CH3:21])=[O:19])[CH2:11][C:10]=2[CH:9]=1)(=[O:6])[C:2]([CH3:5])([CH3:4])[CH3:3]. The yield is 0.920. (4) The reactants are [NH2:1][C:2]1[N:3]=[C:4]([N:14]2[CH2:19][CH2:18][N:17]([C:20](=[O:30])[CH2:21][O:22][C:23]3[CH:28]=[CH:27][C:26]([Cl:29])=[CH:25][CH:24]=3)[CH2:16][CH2:15]2)[C:5]2[N:10]=[C:9](S(C)=O)[S:8][C:6]=2[N:7]=1.[F:31][C:32]1[CH:38]=[CH:37][C:35]([NH2:36])=[CH:34][CH:33]=1. The catalyst is O1CCOCC1. The product is [NH2:1][C:2]1[N:3]=[C:4]([N:14]2[CH2:15][CH2:16][N:17]([C:20](=[O:30])[CH2:21][O:22][C:23]3[CH:28]=[CH:27][C:26]([Cl:29])=[CH:25][CH:24]=3)[CH2:18][CH2:19]2)[C:5]2[N:10]=[C:9]([NH:36][C:35]3[CH:37]=[CH:38][C:32]([F:31])=[CH:33][CH:34]=3)[S:8][C:6]=2[N:7]=1. The yield is 0.880. (5) The reactants are B(Br)(Br)Br.[CH2:5]([CH:12]1[CH2:17][CH2:16][CH2:15][N:14]([C:18]([C:20]2[CH:25]=[CH:24][C:23]([O:26]C)=[C:22]([F:28])[CH:21]=2)=[O:19])[CH2:13]1)[C:6]1[CH:11]=[CH:10][CH:9]=[CH:8][CH:7]=1.O. The catalyst is C(Cl)Cl. The product is [CH2:5]([CH:12]1[CH2:17][CH2:16][CH2:15][N:14]([C:18]([C:20]2[CH:25]=[CH:24][C:23]([OH:26])=[C:22]([F:28])[CH:21]=2)=[O:19])[CH2:13]1)[C:6]1[CH:11]=[CH:10][CH:9]=[CH:8][CH:7]=1. The yield is 0.900. (6) The product is [Cl:1][C:2]1([C:9](=[O:11])[NH:8][C:5]2[CH:6]=[CH:41][CH:40]=[C:39]([C:43](=[O:42])[NH:25][C:26]3[CH:27]=[N:28][CH:29]=[CH:30][CH:31]=3)[CH:4]=2)[CH:7]=[CH:6][C:5]([N:8]([C:12]2[CH:17]=[CH:16][CH:15]=[CH:14][C:13]=2[C:18]([F:20])([F:21])[F:19])[C:9](=[O:11])[NH2:10])=[CH:4][CH2:3]1. The yield is 0.590. The catalyst is ClCCCl. The reactants are [Cl:1][C:2]1[CH:7]=[CH:6][C:5]([N:8]([C:12]2[CH:17]=[CH:16][CH:15]=[CH:14][C:13]=2[C:18]([F:21])([F:20])[F:19])[C:9](=[O:11])[NH2:10])=[CH:4][C:3]=1C(O)=O.[NH2:25][C:26]1[CH:27]=[N:28][CH:29]=[CH:30][CH:31]=1.C(Cl)Cl.CS(C)=O.[CH2:39]1[CH2:43][O:42][CH2:41][CH2:40]1.